Dataset: Reaction yield outcomes from USPTO patents with 853,638 reactions. Task: Predict the reaction yield, written as a fraction of the theoretical maximum amount of product (1.0 means a 100% yield; for example, 0.34 means a 34% yield). (1) The yield is 0.520. The product is [F:1][C:2]1[CH:7]=[CH:6][C:5]2[NH:8][C:10](=[O:11])[NH:9][C:4]=2[CH:3]=1. The catalyst is C1COCC1.O. The reactants are [F:1][C:2]1[CH:3]=[C:4]([NH2:9])[C:5]([NH2:8])=[CH:6][CH:7]=1.[C:10](N1C=CN=C1)(N1C=CN=C1)=[O:11].N. (2) The reactants are Cl[C:2]1[C:11]2[C:6](=[CH:7][C:8]([O:14][CH2:15][CH:16]3[CH2:21][CH2:20][N:19]([CH3:22])[CH2:18][CH2:17]3)=[C:9]([O:12][CH3:13])[CH:10]=2)[N:5]=[CH:4][N:3]=1.[F:23][C:24]1[CH:30]=[C:29]([CH3:31])[CH:28]=[CH:27][C:25]=1[NH2:26].Cl. The catalyst is C(O)(C)C. The product is [F:23][C:24]1[CH:30]=[C:29]([CH3:31])[CH:28]=[CH:27][C:25]=1[NH:26][C:2]1[C:11]2[C:6](=[CH:7][C:8]([O:14][CH2:15][CH:16]3[CH2:21][CH2:20][N:19]([CH3:22])[CH2:18][CH2:17]3)=[C:9]([O:12][CH3:13])[CH:10]=2)[N:5]=[CH:4][N:3]=1. The yield is 0.610. (3) The reactants are O[CH2:2][C:3]1[CH:12]=[N:11][C:10]2[N:9]3[CH2:13][CH2:14][CH2:15][C@H:8]3[C:7](=[O:16])[NH:6][C:5]=2[CH:4]=1.Cl.Cl.[CH:19]1([NH:22][C:23](=[O:37])[C:24]2[CH:29]=[CH:28][C:27]([N:30]3[CH2:35][CH2:34][NH:33][CH2:32][CH2:31]3)=[C:26]([CH3:36])[CH:25]=2)[CH2:21][CH2:20]1.[I-].C(C[P+](C)(C)C)#N.C(N(C(C)C)C(C)C)C. The catalyst is C(#N)CC. The product is [CH:19]1([NH:22][C:23](=[O:37])[C:24]2[CH:29]=[CH:28][C:27]([N:30]3[CH2:31][CH2:32][N:33]([CH2:2][C:3]4[CH:12]=[N:11][C:10]5[N:9]6[CH2:13][CH2:14][CH2:15][C@H:8]6[C:7](=[O:16])[NH:6][C:5]=5[CH:4]=4)[CH2:34][CH2:35]3)=[C:26]([CH3:36])[CH:25]=2)[CH2:21][CH2:20]1. The yield is 0.297. (4) The reactants are [O:1]1[C:5]2[CH:6]=[CH:7][C:8]([CH2:10][C:11]#[N:12])=[CH:9][C:4]=2[O:3]C1.B(Br)(Br)Br.O. The catalyst is C(Cl)Cl. The product is [OH:3][C:4]1[CH:9]=[C:8]([CH2:10][C:11]#[N:12])[CH:7]=[CH:6][C:5]=1[OH:1]. The yield is 0.540. (5) The yield is 0.930. The product is [OH:33][N:32]=[C:27]([C:26]1[CH:29]=[CH:30][CH:31]=[C:24]([CH2:23][N:3]2[C:4]3[C:9](=[CH:8][CH:7]=[CH:6][CH:5]=3)[C:10]3([C:22]4[C:13](=[CH:14][C:15]5[O:20][CH2:19][CH2:18][O:17][C:16]=5[CH:21]=4)[O:34][CH2:11]3)[C:2]2=[O:1])[CH:25]=1)[NH2:28]. The catalyst is CS(C)=O. The reactants are [O:1]=[C:2]1[C:10]2([C:22]3[C:13](=[CH:14][C:15]4[O:20][CH2:19][CH2:18][O:17][C:16]=4[CH:21]=3)O[CH2:11]2)[C:9]2[C:4](=[CH:5][CH:6]=[CH:7][CH:8]=2)[N:3]1[CH2:23][C:24]1[CH:25]=[C:26]([CH:29]=[CH:30][CH:31]=1)[C:27]#[N:28].[NH2:32][OH:33].[OH2:34].